From a dataset of Forward reaction prediction with 1.9M reactions from USPTO patents (1976-2016). Predict the product of the given reaction. (1) Given the reactants [N+:1]([C:4]1[CH:23]=[CH:22][C:7]([CH:8]=[C:9]2[CH2:14][CH2:13][N:12](C(OC(C)(C)C)=O)[CH2:11][CH2:10]2)=[CH:6][CH:5]=1)([O-:3])=[O:2], predict the reaction product. The product is: [N+:1]([C:4]1[CH:5]=[CH:6][C:7]([CH:8]=[C:9]2[CH2:10][CH2:11][NH:12][CH2:13][CH2:14]2)=[CH:22][CH:23]=1)([O-:3])=[O:2]. (2) Given the reactants [CH3:1][C:2]([NH:5][C:6]1[CH:11]=[CH:10][C:9]([N+:12]([O-:14])=[O:13])=[C:8]([C:15]([F:18])([F:17])[F:16])[CH:7]=1)([CH3:4])[CH3:3].Br[CH2:20][CH:21]1[CH2:23][CH2:22]1, predict the reaction product. The product is: [CH:21]1([CH2:20][N:5]([C:2]([CH3:1])([CH3:3])[CH3:4])[C:6]2[CH:11]=[CH:10][C:9]([N+:12]([O-:14])=[O:13])=[C:8]([C:15]([F:17])([F:16])[F:18])[CH:7]=2)[CH2:23][CH2:22]1. (3) Given the reactants [C:1]1([N:11]=[C:12]=[O:13])[C:10]2[C:5](=[CH:6][CH:7]=[CH:8][CH:9]=2)[CH:4]=[CH:3][CH:2]=1.[NH:14]1[CH2:19][CH2:18][CH:17]([CH2:20][CH2:21][CH2:22][CH2:23][NH:24][C:25](=[O:34])[CH2:26][CH2:27][C:28]2[CH:29]=[N:30][CH:31]=[CH:32][CH:33]=2)[CH2:16][CH2:15]1, predict the reaction product. The product is: [C:1]1([NH:11][C:12]([N:14]2[CH2:19][CH2:18][CH:17]([CH2:20][CH2:21][CH2:22][CH2:23][NH:24][C:25](=[O:34])[CH2:26][CH2:27][C:28]3[CH:29]=[N:30][CH:31]=[CH:32][CH:33]=3)[CH2:16][CH2:15]2)=[O:13])[C:10]2[C:5](=[CH:6][CH:7]=[CH:8][CH:9]=2)[CH:4]=[CH:3][CH:2]=1. (4) Given the reactants [C:1]([O:5][C:6](=[O:15])[NH:7][C:8]1[CH:13]=[CH:12][CH:11]=[C:10]([NH2:14])[CH:9]=1)([CH3:4])([CH3:3])[CH3:2].[CH3:16][N:17]1[CH2:22][CH2:21][C:20](=O)[CH2:19][CH2:18]1.C(O[BH-](OC(=O)C)OC(=O)C)(=O)C.[Na+].C(O)(=O)C, predict the reaction product. The product is: [C:1]([O:5][C:6](=[O:15])[NH:7][C:8]1[CH:13]=[CH:12][CH:11]=[C:10]([NH:14][CH:20]2[CH2:21][CH2:22][N:17]([CH3:16])[CH2:18][CH2:19]2)[CH:9]=1)([CH3:4])([CH3:2])[CH3:3]. (5) Given the reactants [C:1]([O:5][C:6]([N:8]1[CH2:12][CH2:11][CH:10]([OH:13])[CH2:9]1)=[O:7])([CH3:4])([CH3:3])[CH3:2].C(N(CC)CC)C.[N+](C1C=CC([C:28](Cl)=[O:29])=CC=1)([O-])=O.[CH3:33][S:34]([C:37]1[CH:38]=[C:39]2[C:43](=[CH:44][CH:45]=1)[N:42]([C:46]1[CH:51]=[C:50]([O:52][CH:53]3[CH2:58][CH2:57][NH:56][CH2:55][CH2:54]3)[N:49]=[CH:48][N:47]=1)[CH2:41][CH2:40]2)(=[O:36])=[O:35], predict the reaction product. The product is: [C:1]([O:5][C:6]([N:8]1[CH2:12][CH2:11][CH:10]([O:13][C:28]([N:56]2[CH2:57][CH2:58][CH:53]([O:52][C:50]3[CH:51]=[C:46]([N:42]4[C:43]5[C:39](=[CH:38][C:37]([S:34]([CH3:33])(=[O:36])=[O:35])=[CH:45][CH:44]=5)[CH2:40][CH2:41]4)[N:47]=[CH:48][N:49]=3)[CH2:54][CH2:55]2)=[O:29])[CH2:9]1)=[O:7])([CH3:4])([CH3:2])[CH3:3]. (6) Given the reactants FC(F)(F)S(O[C:7]1[C:8]([C:18](=[O:20])[CH3:19])=[CH:9][C:10]([Cl:17])=[C:11]2[C:16]=1[N:15]=[CH:14][CH:13]=[CH:12]2)(=O)=O.[N:23]1([CH:29]2[CH2:34][CH2:33][NH:32][CH2:31][CH2:30]2)[CH2:28][CH2:27][CH2:26][CH2:25][CH2:24]1.C1C=CC(P(C2C=CC3C(=CC=CC=3)C=2C2C3C(=CC=CC=3)C=CC=2P(C2C=CC=CC=2)C2C=CC=CC=2)C2C=CC=CC=2)=CC=1.C(=O)([O-])[O-].[Cs+].[Cs+], predict the reaction product. The product is: [N:23]1([CH:29]2[CH2:34][CH2:33][N:32]([C:7]3[C:8]([C:18](=[O:20])[CH3:19])=[CH:9][C:10]([Cl:17])=[C:11]4[C:16]=3[N:15]=[CH:14][CH:13]=[CH:12]4)[CH2:31][CH2:30]2)[CH2:28][CH2:27][CH2:26][CH2:25][CH2:24]1.